Dataset: Catalyst prediction with 721,799 reactions and 888 catalyst types from USPTO. Task: Predict which catalyst facilitates the given reaction. (1) Reactant: [Cl:1][C:2]1[CH:28]=[CH:27][C:5]([O:6][C@H:7]([C:21]2[CH:26]=[CH:25][CH:24]=[CH:23][CH:22]=2)[C@H:8]2[O:13][CH2:12][CH2:11][N:10](C(OC(C)(C)C)=O)[CH2:9]2)=[C:4]([O:29][CH3:30])[CH:3]=1.Cl.CCOCC. Product: [ClH:1].[Cl:1][C:2]1[CH:28]=[CH:27][C:5]([O:6][C@H:7]([C:21]2[CH:26]=[CH:25][CH:24]=[CH:23][CH:22]=2)[C@H:8]2[O:13][CH2:12][CH2:11][NH:10][CH2:9]2)=[C:4]([O:29][CH3:30])[CH:3]=1. The catalyst class is: 2. (2) Product: [CH3:15][O:14][C:4]1[C:3]([C:16]2[CH:21]=[CH:20][CH:19]=[CH:18][N:17]=2)=[C:2]([NH2:1])[NH:6][N:5]=1. The catalyst class is: 2. Reactant: [NH2:1][C:2]1[N:6](C(OC(C)(C)C)=O)[N:5]=[C:4]([O:14][CH3:15])[C:3]=1[C:16]1[CH:21]=[CH:20][CH:19]=[CH:18][N:17]=1.C(O)(C(F)(F)F)=O. (3) Reactant: Br[C:2]1[CH:7]=[C:6]([C:8]([OH:10])=[O:9])[CH:5]=[CH:4][N:3]=1.[C:11]1(B(O)O)[CH:16]=[CH:15][CH:14]=[CH:13][CH:12]=1.P([O-])([O-])([O-])=O.[K+].[K+].[K+]. Product: [C:11]1([C:2]2[CH:7]=[C:6]([CH:5]=[CH:4][N:3]=2)[C:8]([OH:10])=[O:9])[CH:16]=[CH:15][CH:14]=[CH:13][CH:12]=1. The catalyst class is: 3. (4) Reactant: Cl.Cl.C(O[C:6]([C:8]1[CH:9]=[C:10]2[C:14](=[CH:15][CH:16]=1)[NH:13][N:12]=[C:11]2[C:17]1[CH:26]=[CH:25][C:24]2[C:19](=[CH:20][CH:21]=[C:22]([O:27][CH2:28][CH2:29][N:30]3[CH2:36][CH2:35][CH2:34][CH2:33][CH2:32][CH2:31]3)[CH:23]=2)[CH:18]=1)=[NH:7])C.[N:37]1([CH2:42][C:43]([NH:45][NH2:46])=O)[CH2:41][CH2:40][CH2:39][CH2:38]1.C(N(CC)CC)C. Product: [N:30]1([CH2:29][CH2:28][O:27][C:22]2[CH:23]=[C:24]3[C:19](=[CH:20][CH:21]=2)[CH:18]=[C:17]([C:11]2[C:10]4[C:14](=[CH:15][CH:16]=[C:8]([C:6]5[N:7]=[C:43]([CH2:42][N:37]6[CH2:41][CH2:40][CH2:39][CH2:38]6)[NH:45][N:46]=5)[CH:9]=4)[NH:13][N:12]=2)[CH:26]=[CH:25]3)[CH2:31][CH2:32][CH2:33][CH2:34][CH2:35][CH2:36]1. The catalyst class is: 5. (5) Reactant: [OH-].[Na+].C[O:4][C:5]([C:7]1[N:8]=[C:9]2[C:14]([C:15]([F:18])([F:17])[F:16])=[CH:13][C:12]([C:19]3[CH:20]=[N:21][NH:22][CH:23]=3)=[CH:11][N:10]2[C:24]=1[C:25]1[CH:26]=[N:27][NH:28][CH:29]=1)=[O:6].C(O)(=O)CC(CC(O)=O)(C(O)=O)O. Product: [NH:27]1[CH:26]=[C:25]([C:24]2[N:10]3[CH:11]=[C:12]([C:19]4[CH:20]=[N:21][NH:22][CH:23]=4)[CH:13]=[C:14]([C:15]([F:16])([F:17])[F:18])[C:9]3=[N:8][C:7]=2[C:5]([OH:6])=[O:4])[CH:29]=[N:28]1. The catalyst class is: 1. (6) Reactant: [CH3:1][O:2][C:3]([CH2:5]P(OC)(OC)=O)=[O:4].[H-].[Na+].[F:14][C:15]1[CH:20]=[CH:19][C:18]([C:21]2[N:29]3[C:24]([CH:25]=[C:26]([CH2:30][N:31]4[CH:35]=[C:34]([C:36]([OH:43])([C:39]([F:42])([F:41])[F:40])[CH2:37][CH3:38])[N:33]=[N:32]4)[CH:27]=[CH:28]3)=[CH:23][C:22]=2[CH:44]=O)=[CH:17][CH:16]=1. Product: [CH3:1][O:2][C:3](=[O:4])/[CH:5]=[CH:44]/[C:22]1[CH:23]=[C:24]2[N:29]([C:21]=1[C:18]1[CH:19]=[CH:20][C:15]([F:14])=[CH:16][CH:17]=1)[CH:28]=[CH:27][C:26]([CH2:30][N:31]1[CH:35]=[C:34]([C:36]([OH:43])([C:39]([F:40])([F:41])[F:42])[CH2:37][CH3:38])[N:33]=[N:32]1)=[CH:25]2. The catalyst class is: 1.